This data is from Catalyst prediction with 721,799 reactions and 888 catalyst types from USPTO. The task is: Predict which catalyst facilitates the given reaction. (1) Reactant: [NH:1]1[CH2:6][CH2:5][CH:4]([C:7]2[CH:12]=[CH:11][N:10]=[C:9]([NH2:13])[CH:8]=2)[CH2:3][CH2:2]1.C(N(CC)CC)C.[C:21](O[C:21]([O:23][C:24]([CH3:27])([CH3:26])[CH3:25])=[O:22])([O:23][C:24]([CH3:27])([CH3:26])[CH3:25])=[O:22].ClCCl.CO. Product: [NH2:13][C:9]1[CH:8]=[C:7]([CH:4]2[CH2:5][CH2:6][N:1]([C:21]([O:23][C:24]([CH3:27])([CH3:26])[CH3:25])=[O:22])[CH2:2][CH2:3]2)[CH:12]=[CH:11][N:10]=1. The catalyst class is: 7. (2) Reactant: CS(O[CH2:6][CH2:7][C:8]1[CH:13]=[C:12]([NH:14][C:15]2[N:20]=[CH:19][C:18]([C:21]3[CH:26]=[CH:25][C:24]([O:27][CH:28]([F:30])[F:29])=[CH:23][CH:22]=3)=[CH:17][N:16]=2)[CH:11]=[CH:10][C:9]=1[CH3:31])(=O)=O.[NH:32]1[CH2:37][CH2:36][CH:35]([C:38]([O:40][CH2:41][CH3:42])=[O:39])[CH2:34][CH2:33]1. Product: [F:30][CH:28]([F:29])[O:27][C:24]1[CH:25]=[CH:26][C:21]([C:18]2[CH:19]=[N:20][C:15]([NH:14][C:12]3[CH:11]=[CH:10][C:9]([CH3:31])=[C:8]([CH:13]=3)[CH2:7][CH2:6][N:32]3[CH2:37][CH2:36][CH:35]([C:38]([O:40][CH2:41][CH3:42])=[O:39])[CH2:34][CH2:33]3)=[N:16][CH:17]=2)=[CH:22][CH:23]=1. The catalyst class is: 3. (3) Reactant: [NH2:1][C:2]1[CH:3]=[CH:4][C:5]2[NH:11][C:10]3[CH:12]=[C:13]([C:16]4[CH:21]=[CH:20][C:19]([N+:22]([O-:24])=[O:23])=[C:18]([O:25][CH3:26])[CH:17]=4)[CH:14]=[CH:15][C:9]=3[C:8](=[O:27])[NH:7][C:6]=2[CH:28]=1.[CH3:29][N:30]([CH2:32][C:33](O)=[O:34])[CH3:31].CN(C(ON1N=NC2C=CC=NC1=2)=[N+](C)C)C.F[P-](F)(F)(F)(F)F.CCN(CC)CC. Product: [CH3:29][N:30]([CH3:31])[CH2:32][C:33]([NH:1][C:2]1[CH:3]=[CH:4][C:5]2[NH:11][C:10]3[CH:12]=[C:13]([C:16]4[CH:21]=[CH:20][C:19]([N+:22]([O-:24])=[O:23])=[C:18]([O:25][CH3:26])[CH:17]=4)[CH:14]=[CH:15][C:9]=3[C:8](=[O:27])[NH:7][C:6]=2[CH:28]=1)=[O:34]. The catalyst class is: 3. (4) Reactant: [C:1]([C@H:3]1[CH2:7][C:6]([F:9])([F:8])[CH2:5][N:4]1C(OC(C)(C)C)=O)#[N:2].O.[C:18]1([CH3:28])[CH:23]=[CH:22][C:21]([S:24]([OH:27])(=[O:26])=[O:25])=[CH:20][CH:19]=1. Product: [CH3:28][C:18]1[CH:19]=[CH:20][C:21]([S:24]([OH:27])(=[O:26])=[O:25])=[CH:22][CH:23]=1.[F:8][C:6]1([F:9])[CH2:5][NH:4][C@@H:3]([C:1]#[N:2])[CH2:7]1. The catalyst class is: 10. (5) Reactant: [C:1]([N:8]1[CH2:12][CH2:11][C@H:10]([N:13]([CH:21]2[CH2:26][CH2:25][C:24]([CH3:28])([CH3:27])[CH2:23][CH2:22]2)[C:14](=O)[C:15]([CH3:19])([CH3:18])[CH2:16][OH:17])[CH2:9]1)([O:3][C:4]([CH3:7])([CH3:6])[CH3:5])=[O:2].B.CSC. Product: [C:1]([N:8]1[CH2:12][CH2:11][CH:10]([N:13]([CH:21]2[CH2:26][CH2:25][C:24]([CH3:28])([CH3:27])[CH2:23][CH2:22]2)[CH2:14][C:15]([CH3:19])([CH3:18])[CH2:16][OH:17])[CH2:9]1)([O:3][C:4]([CH3:5])([CH3:6])[CH3:7])=[O:2]. The catalyst class is: 1.